Dataset: Catalyst prediction with 721,799 reactions and 888 catalyst types from USPTO. Task: Predict which catalyst facilitates the given reaction. Reactant: [C:1]([O:5][C:6](=[O:22])[NH:7][C:8]1[CH:13]=[C:12]([CH3:14])[C:11]([C:15]([F:18])([F:17])[F:16])=[CH:10][C:9]=1[N+:19]([O-])=O)([CH3:4])([CH3:3])[CH3:2]. Product: [C:1]([O:5][C:6](=[O:22])[NH:7][C:8]1[CH:13]=[C:12]([CH3:14])[C:11]([C:15]([F:18])([F:17])[F:16])=[CH:10][C:9]=1[NH2:19])([CH3:4])([CH3:2])[CH3:3]. The catalyst class is: 45.